Dataset: Full USPTO retrosynthesis dataset with 1.9M reactions from patents (1976-2016). Task: Predict the reactants needed to synthesize the given product. (1) Given the product [CH3:18][N:17]([CH3:19])[C:14]1[CH:15]=[C:16]2[C:11]([C:10]([CH3:20])=[CH:9][C:8](=[O:21])[N:7]2[CH2:6][CH:2]=[O:1])=[CH:12][CH:13]=1, predict the reactants needed to synthesize it. The reactants are: [O:1]1CCO[CH:2]1[CH2:6][N:7]1[C:16]2[C:11](=[CH:12][CH:13]=[C:14]([N:17]([CH3:19])[CH3:18])[CH:15]=2)[C:10]([CH3:20])=[CH:9][C:8]1=[O:21].FC(F)(F)C(O)=O. (2) Given the product [ClH:35].[C:31]([C@:29]12[C@@:11]3([CH3:34])[CH2:12][C@H:13]([OH:28])[C@@:14]4([F:27])[C@H:23]([C@@H:10]3[CH2:9][C@H:8]1[CH2:7][NH:6][CH2:30]2)[CH2:22][C@H:21]([F:24])[C:20]1[C@:15]4([CH3:26])[CH:16]=[CH:17][C:18](=[O:25])[CH:19]=1)(=[O:33])[CH3:32], predict the reactants needed to synthesize it. The reactants are: C(OC([N:6]1[CH2:30][C@:29]2([C:31](=[O:33])[CH3:32])[C@@H:8]([CH2:9][C@H:10]3[C@H:23]4[C@@:14]([F:27])([C@:15]5([CH3:26])[C:20]([C@@H:21]([F:24])[CH2:22]4)=[CH:19][C:18](=[O:25])[CH:17]=[CH:16]5)[C@@H:13]([OH:28])[CH2:12][C@@:11]32[CH3:34])[CH2:7]1)=O)=C.[ClH:35].O1CCOCC1. (3) Given the product [Al+3:14].[CH2:1]([P:5]([O-:7])[O-:6])[CH2:2][CH2:3][CH3:4].[CH2:1]([P:5]([O-:7])[O-:6])[CH2:2][CH2:3][CH3:4].[CH2:1]([P:5]([O-:7])[O-:6])[CH2:2][CH2:3][CH3:4].[Al+3:14], predict the reactants needed to synthesize it. The reactants are: [CH2:1]([P:5]([OH:7])[OH:6])[CH2:2][CH2:3][CH3:4].[OH-].[Na+].C([O-])(=O)C.[Al+3:14].C([O-])(=O)C.C([O-])(=O)C.